This data is from Full USPTO retrosynthesis dataset with 1.9M reactions from patents (1976-2016). The task is: Predict the reactants needed to synthesize the given product. (1) Given the product [CH3:13][O:14][C:15]1[CH:19]=[C:18]([C:20]2[CH:21]=[CH:22][C:23]([O:26][CH2:36][CH2:37][NH:38][C:39](=[O:45])[O:40][C:41]([CH3:44])([CH3:43])[CH3:42])=[CH:24][CH:25]=2)[N:17]([C:27]2[CH:32]=[CH:31][C:30]([O:33][CH3:34])=[CH:29][CH:28]=2)[N:16]=1, predict the reactants needed to synthesize it. The reactants are: N(C(OCC)=O)=NC(OCC)=O.[CH3:13][O:14][C:15]1[CH:19]=[C:18]([C:20]2[CH:25]=[CH:24][C:23]([OH:26])=[CH:22][CH:21]=2)[N:17]([C:27]2[CH:32]=[CH:31][C:30]([O:33][CH3:34])=[CH:29][CH:28]=2)[N:16]=1.O[CH2:36][CH2:37][NH:38][C:39](=[O:45])[O:40][C:41]([CH3:44])([CH3:43])[CH3:42].C1(P(C2C=CC=CC=2)C2C=CC=CC=2)C=CC=CC=1. (2) Given the product [CH2:1]([O:4][C@H:5]1[C@H:18]([O:19][CH2:20][C:21]2[CH:5]=[CH:18][CH:17]=[CH:16][CH:27]=2)[C@H:17]([O:23][CH2:24][C:25]2[CH:41]=[CH:38][CH:39]=[CH:40][CH:35]=2)[C@H:16]([CH3:27])[O:15][C@@H:6]1[S:7][C:8]1[CH:9]=[CH:10][C:11]([CH3:14])=[CH:12][CH:13]=1)[C:2]1[CH:12]=[CH:13][CH:8]=[CH:9][CH:10]=1, predict the reactants needed to synthesize it. The reactants are: [C:1]([O:4][C@H:5]1[C@H:18]([O:19][C:20](=O)[CH3:21])[C@H:17]([O:23][C:24](=O)[CH3:25])[C@H:16]([CH3:27])[O:15][C@@H:6]1[S:7][C:8]1[CH:13]=[CH:12][C:11]([CH3:14])=[CH:10][CH:9]=1)(=O)[CH3:2].C[O-].[Na+].CO.[H-].[Na+].[CH:35]1[CH:40]=[CH:39][C:38]([CH2:41]Br)=CC=1. (3) Given the product [CH3:1][N:2]([CH3:15])[S:3]([C:6]1[CH:7]=[C:8]([CH:12]=[CH:13][CH:14]=1)[C:9]([O:11][CH3:21])=[O:10])(=[O:4])=[O:5], predict the reactants needed to synthesize it. The reactants are: [CH3:1][N:2]([CH3:15])[S:3]([C:6]1[CH:7]=[C:8]([CH:12]=[CH:13][CH:14]=1)[C:9]([OH:11])=[O:10])(=[O:5])=[O:4].S(=O)(=O)(O)O.[CH3:21]O. (4) Given the product [C:12]([O:11][C:9]([N:16]1[CH2:21][CH2:20][C:19](=[N:8][O:7][CH:4]2[CH2:5][CH2:6][NH:1][CH2:2][CH2:3]2)[CH2:18][CH2:17]1)=[O:10])([CH3:15])([CH3:13])[CH3:14], predict the reactants needed to synthesize it. The reactants are: [NH:1]1[CH2:6][CH2:5][CH:4]([O:7][NH2:8])[CH2:3][CH2:2]1.[C:9]([N:16]1[CH2:21][CH2:20][CH2:19][CH2:18][C:17]1=O)([O:11][C:12]([CH3:15])([CH3:14])[CH3:13])=[O:10]. (5) Given the product [CH3:36][Si:37]([C:40]#[C:41][C:2]1[C:8]2[CH:9]=[CH:10][CH:11]=[CH:12][C:7]=2[CH2:6][C:5]2[CH:13]=[CH:14][CH:15]=[CH:16][C:4]=2[CH:3]=1)([CH3:39])[CH3:38], predict the reactants needed to synthesize it. The reactants are: Br[C:2]1[C:8]2[CH:9]=[CH:10][CH:11]=[CH:12][C:7]=2[CH2:6][C:5]2[CH:13]=[CH:14][CH:15]=[CH:16][C:4]=2[CH:3]=1.C1(P(C2C=CC=CC=2)C2C=CC=CC=2)C=CC=CC=1.[CH3:36][Si:37]([C:40]#[CH:41])([CH3:39])[CH3:38].